Dataset: Reaction yield outcomes from USPTO patents with 853,638 reactions. Task: Predict the reaction yield, written as a fraction of the theoretical maximum amount of product (1.0 means a 100% yield; for example, 0.34 means a 34% yield). (1) The reactants are [CH2:1]([N:3]([CH2:17][CH3:18])[C:4](=S)[NH:5][C:6]1[CH:15]=[CH:14][CH:13]=[CH:12][C:7]=1[C:8]([O:10]C)=O)[CH3:2].IC.O.[NH2:22][NH2:23].O. The catalyst is CO. The product is [NH2:22][N:23]1[C:8](=[O:10])[C:7]2[C:6](=[CH:15][CH:14]=[CH:13][CH:12]=2)[N:5]=[C:4]1[N:3]([CH2:1][CH3:2])[CH2:17][CH3:18]. The yield is 0.690. (2) The reactants are [CH3:1][N:2]([CH3:28])[C:3]([CH:5]1[CH2:14][C:13]2[N:15]([CH3:19])[C:16]([CH3:18])=[N:17][C:12]=2[C:11]2[NH:10][C@H:9]([C:20]3[CH:25]=[CH:24][CH:23]=[CH:22][CH:21]=3)[C@@H:8]([OH:26])[C:7](=[O:27])[C:6]1=2)=[O:4].CS(O)(=O)=O.[C:34](OC(=O)C)(=[O:36])[CH3:35]. No catalyst specified. The product is [CH3:28][N:2]([CH3:1])[C:3]([CH:5]1[CH2:14][C:13]2[N:15]([CH3:19])[C:16]([CH3:18])=[N:17][C:12]=2[C:11]2[NH:10][C@H:9]([C:20]3[CH:25]=[CH:24][CH:23]=[CH:22][CH:21]=3)[C@@H:8]([O:26][C:34](=[O:36])[CH3:35])[C:7](=[O:27])[C:6]1=2)=[O:4]. The yield is 0.750. (3) The reactants are [CH3:1][C:2]1[C:6]2[C:7](=[O:19])[N:8]([CH2:11][CH2:12][N:13]3[CH2:18][CH2:17][O:16][CH2:15][CH2:14]3)[CH2:9][CH2:10][C:5]=2[NH:4][C:3]=1[CH:20]=O.[Br:22][C:23]1[CH:24]=[C:25]2[C:29](=[CH:30][C:31]=1N)[NH:28][C:27](=[O:33])[CH2:26]2. No catalyst specified. The product is [Br:22][C:23]1[CH:24]=[C:25]2[C:29](=[CH:30][CH:31]=1)[NH:28][C:27](=[O:33])[C:26]2=[CH:20][C:3]1[NH:4][C:5]2[CH2:10][CH2:9][N:8]([CH2:11][CH2:12][N:13]3[CH2:14][CH2:15][O:16][CH2:17][CH2:18]3)[C:7](=[O:19])[C:6]=2[C:2]=1[CH3:1]. The yield is 0.398. (4) The reactants are [CH2:1]=[C:2]1[C:14](=[O:15])[C:13]2[C:12]3[C:7](=[CH:8][CH:9]=[CH:10][CH:11]=3)[N:6]([CH2:16][C:17]3[CH:26]=[CH:25][C:20]([C:21]([O:23][CH3:24])=[O:22])=[CH:19][CH:18]=3)[C:5]=2[CH2:4][CH2:3]1.[CH3:27][C:28]1[NH:29][CH:30]=[CH:31][N:32]=1. The catalyst is C1(C)C=CC=CC=1. The product is [CH3:27][C:28]1[N:29]([CH2:1][CH:2]2[C:14](=[O:15])[C:13]3[C:12]4[C:7](=[CH:8][CH:9]=[CH:10][CH:11]=4)[N:6]([CH2:16][C:17]4[CH:18]=[CH:19][C:20]([C:21]([O:23][CH3:24])=[O:22])=[CH:25][CH:26]=4)[C:5]=3[CH2:4][CH2:3]2)[CH:30]=[CH:31][N:32]=1. The yield is 0.510. (5) The reactants are C1[O:9][C:8]2[CH:7]=[CH:6][C:5]([C:10]([CH:12]([C:14]3[CH:19]=[CH:18][C:17]4[O:20]C[O:22][C:16]=4[CH:15]=3)O)=O)=[CH:4][C:3]=2[O:2]1. The catalyst is CO.[OH-].[OH-].[Pd+2]. The product is [OH:2][C:3]1[CH:4]=[C:5]([CH2:10][CH2:12][C:14]2[CH:19]=[CH:18][C:17]([OH:20])=[C:16]([OH:22])[CH:15]=2)[CH:6]=[CH:7][C:8]=1[OH:9]. The yield is 0.680. (6) The reactants are C(OC([NH:8][C@@H:9]([CH2:13][C:14]1[CH:19]=[CH:18][C:17]([O:20][CH2:21][C:22]#[CH:23])=[CH:16][CH:15]=1)[C:10](O)=[O:11])=O)(C)(C)C.C1N=CN(C(N2C=NC=C2)=O)C=1.[CH3:36][S:37]([NH2:40])(=[O:39])=[O:38].C1CCN2C(=NCCC2)CC1. The catalyst is C1COCC1.Cl.O1CCOCC1. The product is [NH2:8][C@@H:9]([CH2:13][C:14]1[CH:19]=[CH:18][C:17]([O:20][CH2:21][C:22]#[CH:23])=[CH:16][CH:15]=1)[C:10]([NH:40][S:37]([CH3:36])(=[O:39])=[O:38])=[O:11]. The yield is 0.830.